Dataset: Catalyst prediction with 721,799 reactions and 888 catalyst types from USPTO. Task: Predict which catalyst facilitates the given reaction. (1) Reactant: [Br:1][C:2]1[CH:7]=[CH:6][C:5]([OH:8])=[CH:4][C:3]=1[O:9][CH3:10].C(Cl)Cl.CCN(C(C)C)C(C)C.[C:23]([Si:27](Cl)([CH3:29])[CH3:28])([CH3:26])([CH3:25])[CH3:24]. Product: [Br:1][C:2]1[CH:7]=[CH:6][C:5]([O:8][Si:27]([C:23]([CH3:26])([CH3:25])[CH3:24])([CH3:29])[CH3:28])=[CH:4][C:3]=1[O:9][CH3:10]. The catalyst class is: 6. (2) Reactant: C(OC([NH:8][C@:9]12[CH2:45][CH2:44][C@@H:43]([C:46]3([CH3:49])[CH2:48][O:47]3)[C@@H:10]1[C@@H:11]1[C@@:24]([CH3:27])([CH2:25][CH2:26]2)[C@@:23]2([CH3:28])[C@@H:14]([C@:15]3([CH3:42])[C@@H:20]([CH2:21][CH2:22]2)[C:19]([CH3:30])([CH3:29])[C:18]([C:31]2[CH:40]=[CH:39][C:34]([C:35]([O:37][CH3:38])=[O:36])=[C:33]([F:41])[CH:32]=2)=[CH:17][CH2:16]3)[CH2:13][CH2:12]1)=O)(C)(C)C.Cl. Product: [NH2:8][C@:9]12[CH2:45][CH2:44][C@@H:43]([C:46]3([CH3:49])[CH2:48][O:47]3)[C@@H:10]1[C@@H:11]1[C@@:24]([CH3:27])([CH2:25][CH2:26]2)[C@@:23]2([CH3:28])[C@@H:14]([C@:15]3([CH3:42])[C@@H:20]([CH2:21][CH2:22]2)[C:19]([CH3:30])([CH3:29])[C:18]([C:31]2[CH:40]=[CH:39][C:34]([C:35]([O:37][CH3:38])=[O:36])=[C:33]([F:41])[CH:32]=2)=[CH:17][CH2:16]3)[CH2:13][CH2:12]1. The catalyst class is: 1.